This data is from Peptide-MHC class I binding affinity with 185,985 pairs from IEDB/IMGT. The task is: Regression. Given a peptide amino acid sequence and an MHC pseudo amino acid sequence, predict their binding affinity value. This is MHC class I binding data. (1) The peptide sequence is MMMGMFNML. The MHC is HLA-C05:01 with pseudo-sequence HLA-C05:01. The binding affinity (normalized) is 0.0847. (2) The peptide sequence is AFDISVNASK. The MHC is HLA-A11:01 with pseudo-sequence HLA-A11:01. The binding affinity (normalized) is 0.343.